This data is from Reaction yield outcomes from USPTO patents with 853,638 reactions. The task is: Predict the reaction yield, written as a fraction of the theoretical maximum amount of product (1.0 means a 100% yield; for example, 0.34 means a 34% yield). (1) The reactants are [C:9](O[C:9]([O:11][C:12]([CH3:15])([CH3:14])[CH3:13])=[O:10])([O:11][C:12]([CH3:15])([CH3:14])[CH3:13])=[O:10].[NH:16]1[CH2:21][CH2:20][CH:19]([C:22]([O:24][CH2:25][CH3:26])=[O:23])[CH2:18][CH2:17]1. The catalyst is C(OCC)(=O)C. The product is [N:16]1([C:9]([O:11][C:12]([CH3:13])([CH3:14])[CH3:15])=[O:10])[CH2:21][CH2:20][CH:19]([C:22]([O:24][CH2:25][CH3:26])=[O:23])[CH2:18][CH2:17]1. The yield is 0.880. (2) The reactants are C([O:3][C:4](=[O:37])[CH2:5][N:6]1[CH2:11][CH2:10][N:9]([CH2:12][C:13]2[S:17][C:16]([C:18]3[NH:19][C:20]4[C:25]([CH:26]=3)=[CH:24][CH:23]=[CH:22][C:21]=4[N:27]([CH3:36])[S:28]([C:31]3[S:32][CH:33]=[CH:34][CH:35]=3)(=[O:30])=[O:29])=[N:15][CH:14]=2)[CH2:8][CH2:7]1)C.O1CCCC1.[OH-].[Na+].[Cl-].[NH4+]. The yield is 0.570. The product is [CH3:36][N:27]([S:28]([C:31]1[S:32][CH:33]=[CH:34][CH:35]=1)(=[O:30])=[O:29])[C:21]1[CH:22]=[CH:23][CH:24]=[C:25]2[C:20]=1[NH:19][C:18]([C:16]1[S:17][C:13]([CH2:12][N:9]3[CH2:8][CH2:7][N:6]([CH2:5][C:4]([OH:37])=[O:3])[CH2:11][CH2:10]3)=[CH:14][N:15]=1)=[CH:26]2. The catalyst is CO. (3) The reactants are [NH2:1][C:2]1[CH:10]=[C:9]([O:11][CH3:12])[CH:8]=[C:7]([O:13][CH3:14])[C:3]=1[C:4]([NH2:6])=[O:5].[CH:15]([C:17]1[CH:27]=[CH:26][C:20]([O:21][CH2:22][C:23]([OH:25])=[O:24])=[CH:19][CH:18]=1)=O.OC1C=CC(C2NC(=O)C3C(=CC(OC)=CC=3OC)N=2)=CC=1. No catalyst specified. The product is [CH3:14][O:13][C:7]1[CH:8]=[C:9]([O:11][CH3:12])[CH:10]=[C:2]2[C:3]=1[C:4](=[O:5])[NH:6][C:15]([C:17]1[CH:27]=[CH:26][C:20]([O:21][CH2:22][C:23]([OH:25])=[O:24])=[CH:19][CH:18]=1)=[N:1]2. The yield is 0.210. (4) The reactants are C(NC(C)C)(C)C.C([Li])CCC.[CH:13]1([NH:18][C:19]2[N:24]=[C:23]([C:25]3[C:26]([C:44]4[CH:49]=[CH:48][C:47]([F:50])=[CH:46][CH:45]=4)=[N:27][N:28]4[CH:33]=[C:32]([C:34]([O:41][CH2:42][CH3:43])([O:38][CH2:39][CH3:40])[O:35][CH2:36][CH3:37])[CH:31]=[CH:30][C:29]=34)[CH:22]=[CH:21][N:20]=2)[CH2:17][CH2:16][CH2:15][CH2:14]1.C(Cl)(Cl)(Cl)[Cl:52]. The catalyst is O1CCCC1. The product is [Cl:52][C:33]1[N:28]2[N:27]=[C:26]([C:44]3[CH:45]=[CH:46][C:47]([F:50])=[CH:48][CH:49]=3)[C:25]([C:23]3[CH:22]=[CH:21][N:20]=[C:19]([NH:18][CH:13]4[CH2:17][CH2:16][CH2:15][CH2:14]4)[N:24]=3)=[C:29]2[CH:30]=[CH:31][C:32]=1[C:34]([O:41][CH2:42][CH3:43])([O:38][CH2:39][CH3:40])[O:35][CH2:36][CH3:37]. The yield is 0.460. (5) The reactants are Br[C:2]1[CH:3]=[C:4]2[C:9](=[CH:10][C:11]=1[Cl:12])[N:8]=[CH:7][N:6]=[C:5]2[N:13]1[CH2:18][CH2:17][N:16]([C:19]([O:21][C:22]([CH3:25])([CH3:24])[CH3:23])=[O:20])[CH2:15][CH2:14]1.[C:26]1(B(O)O)[CH:31]=[CH:30][CH:29]=[CH:28][CH:27]=1.C([O-])([O-])=O.[Na+].[Na+]. The catalyst is O1CCOCC1.C(OCC)(=O)C.C1C=CC([P]([Pd]([P](C2C=CC=CC=2)(C2C=CC=CC=2)C2C=CC=CC=2)([P](C2C=CC=CC=2)(C2C=CC=CC=2)C2C=CC=CC=2)[P](C2C=CC=CC=2)(C2C=CC=CC=2)C2C=CC=CC=2)(C2C=CC=CC=2)C2C=CC=CC=2)=CC=1. The product is [Cl:12][C:11]1[CH:10]=[C:9]2[C:4]([C:5]([N:13]3[CH2:18][CH2:17][N:16]([C:19]([O:21][C:22]([CH3:25])([CH3:24])[CH3:23])=[O:20])[CH2:15][CH2:14]3)=[N:6][CH:7]=[N:8]2)=[CH:3][C:2]=1[C:26]1[CH:31]=[CH:30][CH:29]=[CH:28][CH:27]=1. The yield is 0.600.